This data is from Reaction yield outcomes from USPTO patents with 853,638 reactions. The task is: Predict the reaction yield, written as a fraction of the theoretical maximum amount of product (1.0 means a 100% yield; for example, 0.34 means a 34% yield). (1) The reactants are [NH:1]1[C:12](=[O:13])[C:11]2[N:9]([CH3:10])[CH:8]=[N:7][C:6]=2[N:4]([CH3:5])[C:2]1=[O:3].C(=O)([O-])[O-].[K+].[K+].Cl[CH2:21][CH2:22][CH2:23][CH2:24][CH2:25][CH2:26][CH2:27][CH2:28][CH2:29][CH:30]=[CH2:31].CS(C)=O. The catalyst is O. The product is [CH2:31]([N:1]1[C:12](=[O:13])[C:11]2[N:9]([CH3:10])[CH:8]=[N:7][C:6]=2[N:4]([CH3:5])[C:2]1=[O:3])[CH2:30][CH2:29][CH2:28][CH2:27][CH2:26][CH2:25][CH2:24][CH2:23][CH:22]=[CH2:21]. The yield is 1.00. (2) The reactants are [C:1]1([N:7]2[C:12](=[O:13])[N:11]([CH2:14][C:15]3[CH:20]=[CH:19][CH:18]=[CH:17][CH:16]=3)[C:10](=[O:21])[C:9]([C:22]([OH:24])=O)=[N:8]2)[CH:6]=[CH:5][CH:4]=[CH:3][CH:2]=1.S(Cl)([Cl:27])=O. No catalyst specified. The product is [C:1]1([N:7]2[C:12](=[O:13])[N:11]([CH2:14][C:15]3[CH:20]=[CH:19][CH:18]=[CH:17][CH:16]=3)[C:10](=[O:21])[C:9]([C:22]([Cl:27])=[O:24])=[N:8]2)[CH:6]=[CH:5][CH:4]=[CH:3][CH:2]=1. The yield is 0.810. (3) The reactants are [Cl:1][C:2]1[CH:3]=[N:4][C:5]2[CH2:6][CH2:7][N:8](C(OC(C)(C)C)=O)[CH2:9][C:10]=2[CH:11]=1. The catalyst is FC(F)(F)C(O)=O. The product is [Cl:1][C:2]1[CH:3]=[N:4][C:5]2[CH2:6][CH2:7][NH:8][CH2:9][C:10]=2[CH:11]=1. The yield is 1.00. (4) The reactants are C([O:3][C:4](=[O:36])[C:5]([O:8][C:9]1[CH:14]=[CH:13][C:12]([O:15][CH2:16][CH2:17][C:18]2[N:19]=[C:20]([C:24]3[CH:29]=[CH:28][C:27]([C:30]4[CH:35]=[CH:34][CH:33]=[CH:32][CH:31]=4)=[CH:26][CH:25]=3)[S:21][C:22]=2[CH3:23])=[CH:11][CH:10]=1)([CH3:7])[CH3:6])C.[OH-].[Na+]. The catalyst is CCO. The product is [C:27]1([C:30]2[CH:35]=[CH:34][CH:33]=[CH:32][CH:31]=2)[CH:26]=[CH:25][C:24]([C:20]2[S:21][C:22]([CH3:23])=[C:18]([CH2:17][CH2:16][O:15][C:12]3[CH:13]=[CH:14][C:9]([O:8][C:5]([CH3:7])([CH3:6])[C:4]([OH:36])=[O:3])=[CH:10][CH:11]=3)[N:19]=2)=[CH:29][CH:28]=1. The yield is 0.870. (5) The reactants are [NH2:1][C:2](=[O:28])[CH2:3][CH2:4][N:5]1[CH2:10][CH2:9][C:8]2[C:11]([C:25]([NH2:27])=[O:26])=[C:12]([NH:14][C:15]([NH:17][C:18]3[CH:23]=[CH:22][C:21]([Cl:24])=[CH:20][CH:19]=3)=[O:16])[S:13][C:7]=2[CH2:6]1.Cl. The catalyst is O1CCCC1.CO. The product is [ClH:24].[NH2:1][C:2](=[O:28])[CH2:3][CH2:4][N:5]1[CH2:10][CH2:9][C:8]2[C:11]([C:25]([NH2:27])=[O:26])=[C:12]([NH:14][C:15]([NH:17][C:18]3[CH:23]=[CH:22][C:21]([Cl:24])=[CH:20][CH:19]=3)=[O:16])[S:13][C:7]=2[CH2:6]1. The yield is 0.990. (6) The reactants are Br[C:2]1[CH:9]=[CH:8][CH:7]=[C:6]([F:10])[C:3]=1[CH:4]=[O:5].[CH3:11][Si:12]([C:15]#[CH:16])([CH3:14])[CH3:13].C(N(CC)CC)C. The catalyst is CN(C)C=O.[Cu]I.Cl[Pd](Cl)([P](C1C=CC=CC=1)(C1C=CC=CC=1)C1C=CC=CC=1)[P](C1C=CC=CC=1)(C1C=CC=CC=1)C1C=CC=CC=1. The product is [F:10][C:6]1[CH:7]=[CH:8][CH:9]=[C:2]([C:16]#[C:15][Si:12]([CH3:14])([CH3:13])[CH3:11])[C:3]=1[CH:4]=[O:5]. The yield is 0.950.